Task: Predict the product of the given reaction.. Dataset: Forward reaction prediction with 1.9M reactions from USPTO patents (1976-2016) (1) The product is: [ClH:31].[CH3:29][CH:28]([C:25]1[CH:24]=[CH:23][C:22]([O:21][CH2:20][C@H:10]2[C@@H:11]([NH:14][S:15]([CH2:18][CH3:19])(=[O:16])=[O:17])[CH2:12][CH2:13][NH:8][CH2:9]2)=[CH:27][CH:26]=1)[CH3:30]. Given the reactants C([N:8]1[CH2:13][CH2:12][C@H:11]([NH:14][S:15]([CH2:18][CH3:19])(=[O:17])=[O:16])[C@H:10]([CH2:20][O:21][C:22]2[CH:27]=[CH:26][C:25]([CH:28]([CH3:30])[CH3:29])=[CH:24][CH:23]=2)[CH2:9]1)C1C=CC=CC=1.[ClH:31].CO, predict the reaction product. (2) Given the reactants [CH2:1]([O:3][C:4]1[CH:13]=[CH:12][C:7]2[N:8]=[C:9]([NH2:11])[S:10][C:6]=2[CH:5]=1)[CH3:2].[F:14][C:15]([F:26])([F:25])[C:16]1[CH:17]=[C:18]([CH:22]=[CH:23][CH:24]=1)[C:19](Cl)=[O:20].C[O:28][C:29]1[CH:38]=CC2N=C(N)SC=2C=1.ClC1C=C(C=CC=1)C(Cl)=[O:44], predict the reaction product. The product is: [CH2:1]([O:3][C:4]1[CH:13]=[CH:12][C:7]2[N:8]([CH2:38][C:29]([OH:28])=[O:44])[C:9](=[N:11][C:19](=[O:20])[C:18]3[CH:22]=[CH:23][CH:24]=[C:16]([C:15]([F:26])([F:25])[F:14])[CH:17]=3)[S:10][C:6]=2[CH:5]=1)[CH3:2]. (3) Given the reactants Cl.Cl.[NH:3]1[C:11]2[C:6](=[CH:7][C:8]([C:12]3[C:20]4[C:19]([NH2:21])=[N:18][CH:17]=[N:16][C:15]=4[N:14]([CH3:22])[CH:13]=3)=[CH:9][CH:10]=2)[CH2:5][CH2:4]1.OC(C(F)(F)F)=O.[CH3:30][C:31]1[N:36]=[C:35]([CH2:37][C:38](O)=[O:39])[CH:34]=[CH:33][CH:32]=1.CN(C(ON1N=NC2C=CC=NC1=2)=[N+](C)C)C.F[P-](F)(F)(F)(F)F.CCN(C(C)C)C(C)C, predict the reaction product. The product is: [CH3:22][N:14]1[C:15]2[N:16]=[CH:17][N:18]=[C:19]([NH2:21])[C:20]=2[C:12]([C:8]2[CH:7]=[C:6]3[C:11](=[CH:10][CH:9]=2)[N:3]([C:38](=[O:39])[CH2:37][C:35]2[CH:34]=[CH:33][CH:32]=[C:31]([CH3:30])[N:36]=2)[CH2:4][CH2:5]3)=[CH:13]1. (4) The product is: [OH:8][C:9]1[CH:14]=[CH:13][C:12]([C:15]([C:17]2[C:18]([C:23]([F:24])([F:25])[F:26])=[N:19][CH:20]=[CH:21][CH:22]=2)=[O:16])=[CH:11][C:10]=1[O:27][CH3:28]. Given the reactants C([O:8][C:9]1[CH:14]=[CH:13][C:12]([C:15]([C:17]2[C:18]([C:23]([F:26])([F:25])[F:24])=[N:19][CH:20]=[CH:21][CH:22]=2)=[O:16])=[CH:11][C:10]=1[O:27][CH3:28])C1C=CC=CC=1.Br.C(O)(=O)C, predict the reaction product.